Dataset: CYP3A4 substrate classification data from Carbon-Mangels et al.. Task: Regression/Classification. Given a drug SMILES string, predict its absorption, distribution, metabolism, or excretion properties. Task type varies by dataset: regression for continuous measurements (e.g., permeability, clearance, half-life) or binary classification for categorical outcomes (e.g., BBB penetration, CYP inhibition). Dataset: cyp3a4_substrate_carbonmangels. (1) The compound is CCC1=C(C)CN(C(=O)NCCc2ccc(S(=O)(=O)NC(=O)NC3CCC(C)CC3)cc2)C1=O. The result is 0 (non-substrate). (2) The molecule is OCc1cc([C@H](O)CNCCCCCCOCCCCc2ccccc2)ccc1O. The result is 1 (substrate). (3) The compound is COc1cc(Cc2cnc(N)nc2N)cc(OC)c1OC. The result is 1 (substrate). (4) The molecule is Cc1cc(Cl)c(S(N)(=O)=O)cc1S(N)(=O)=O. The result is 0 (non-substrate). (5) The molecule is OCCN1CCN(CCCN2c3ccccc3C=Cc3ccccc32)CC1. The result is 0 (non-substrate). (6) The result is 1 (substrate). The drug is CNC1=Nc2ccc(Cl)cc2C(c2ccccc2)=[N+]([O-])C1. (7) The result is 0 (non-substrate). The compound is CCn1cc(C(=O)O)c(=O)c2cc(F)c(N3CCN[C@H](C)C3)c(F)c21.